This data is from Reaction yield outcomes from USPTO patents with 853,638 reactions. The task is: Predict the reaction yield, written as a fraction of the theoretical maximum amount of product (1.0 means a 100% yield; for example, 0.34 means a 34% yield). The reactants are [Cl-].[NH4+].[Cl:3][C:4]1[C:9]([CH3:10])=[CH:8][C:7]([N+:11]([O-])=O)=[CH:6][N:5]=1. The catalyst is CO. The product is [Cl:3][C:4]1[N:5]=[CH:6][C:7]([NH2:11])=[CH:8][C:9]=1[CH3:10]. The yield is 0.420.